This data is from Full USPTO retrosynthesis dataset with 1.9M reactions from patents (1976-2016). The task is: Predict the reactants needed to synthesize the given product. (1) Given the product [CH2:9]([C:7](=[CH2:8])[C:6]([O:11][O:4][C:3]1[CH:5]=[CH:14][CH:13]=[CH:2][CH:1]=1)=[O:10])[CH3:20].[C:21]([O:23][CH3:24])(=[O:22])[C:20]([CH3:26])=[CH2:25].[C:13]([OH:17])(=[O:16])[CH:14]=[CH2:15], predict the reactants needed to synthesize it. The reactants are: [CH2:1]([C:3]([CH3:5])=[O:4])[CH3:2].[C:6]([O:11]C)(=[O:10])[C:7]([CH3:9])=[CH2:8].[C:13]([OH:17])(=[O:16])[CH:14]=[CH2:15].N([C:20]([CH3:26])([CH3:25])[C:21]([O:23][CH3:24])=[O:22])=N[C:20]([CH3:26])([CH3:25])[C:21]([O:23][CH3:24])=[O:22]. (2) Given the product [NH:1]1[CH:5]=[C:4]([C:6]([N:38]2[CH2:37][CH2:36][C:34]3[N:35]=[C:30]([NH:29][CH:21]4[CH2:20][C:28]5[C:23](=[CH:24][CH:25]=[CH:26][CH:27]=5)[CH2:22]4)[N:31]=[CH:32][C:33]=3[CH2:39]2)=[O:8])[N:3]=[CH:2]1, predict the reactants needed to synthesize it. The reactants are: [NH:1]1[CH:5]=[C:4]([C:6]([OH:8])=O)[N:3]=[CH:2]1.O.ON1C2C=CC=CC=2N=N1.[CH2:20]1[C:28]2[C:23](=[CH:24][CH:25]=[CH:26][CH:27]=2)[CH2:22][CH:21]1[NH:29][C:30]1[N:31]=[CH:32][C:33]2[CH2:39][NH:38][CH2:37][CH2:36][C:34]=2[N:35]=1.C(N(CC)CC)C.Cl.CN(C)CCCN=C=NCC. (3) Given the product [NH2:63][C@@:64]([C:68]([NH:37][C@H:36]([C:35]([N:34]([C@@H:29]([C@@H:30]([CH3:33])[CH2:31][CH3:32])[C@H:28]([O:43][CH3:44])[CH2:27][C:26]([N:22]1[CH2:23][CH2:24][CH2:25][C@H:21]1[C@H:3]([O:2][CH3:1])[C@@H:4]([CH3:20])[C:5]([NH:7][C@@H:8]([CH2:9][C:10]1[CH:11]=[CH:12][CH:13]=[CH:14][CH:15]=1)[C:16]([O:18][CH3:19])=[O:17])=[O:6])=[O:45])[CH3:42])=[O:41])[CH:38]([CH3:39])[CH3:40])=[O:69])([CH3:67])[CH2:65][CH3:66], predict the reactants needed to synthesize it. The reactants are: [CH3:1][O:2][C@@H:3]([C@@H:21]1[CH2:25][CH2:24][CH2:23][N:22]1[C:26](=[O:45])[CH2:27][C@@H:28]([O:43][CH3:44])[C@@H:29]([N:34]([CH3:42])[C:35](=[O:41])[C@H:36]([CH:38]([CH3:40])[CH3:39])[NH2:37])[C@@H:30]([CH3:33])[CH2:31][CH3:32])[C@@H:4]([CH3:20])[C:5]([NH:7][C@H:8]([C:16]([O:18][CH3:19])=[O:17])[CH2:9][C:10]1[CH:15]=[CH:14][CH:13]=[CH:12][CH:11]=1)=[O:6].C1C2C(COC([NH:63][C@@:64]([C:68](O)=[O:69])([CH3:67])[CH2:65][CH3:66])=O)C3C(=CC=CC=3)C=2C=CC=1.CCN(C(C)C)C(C)C.CN(C(ON1N=NC2C=CC=NC1=2)=[N+](C)C)C.F[P-](F)(F)(F)(F)F.C(NCC)C. (4) Given the product [CH3:30][CH:29]([CH3:31])[CH2:28][CH2:27][N:16]1[C:17]2[C:13](=[CH:12][CH:11]=[C:10]([N+:7]([O-:9])=[O:8])[CH:18]=2)[C:14]([C:19]2[CH:20]=[CH:21][C:22]([C:23]#[N:24])=[CH:25][CH:26]=2)=[CH:15]1, predict the reactants needed to synthesize it. The reactants are: C([O-])([O-])=O.[Cs+].[Cs+].[N+:7]([C:10]1[CH:18]=[C:17]2[C:13]([C:14]([C:19]3[CH:26]=[CH:25][C:22]([C:23]#[N:24])=[CH:21][CH:20]=3)=[CH:15][NH:16]2)=[CH:12][CH:11]=1)([O-:9])=[O:8].[CH2:27](Br)[CH2:28][CH:29]([CH3:31])[CH3:30]. (5) Given the product [C:19]1([CH3:23])[CH:20]=[CH:21][CH:22]=[CH:17][C:18]=1[C:2]#[C:1][C:3]1[CH:15]=[CH:14][C:6]([O:7][CH2:8][C:9]([O:11][CH2:12][CH3:13])=[O:10])=[CH:5][CH:4]=1, predict the reactants needed to synthesize it. The reactants are: [C:1]([C:3]1[CH:15]=[CH:14][C:6]([O:7][CH2:8][C:9]([O:11][CH2:12][CH3:13])=[O:10])=[CH:5][CH:4]=1)#[CH:2].I[C:17]1[CH:22]=[CH:21][CH:20]=[C:19]([CH3:23])[CH:18]=1. (6) Given the product [F:1][C:2]([F:31])([F:32])[C:3]1[CH:4]=[C:5]([CH:28]=[CH:29][CH:30]=1)[O:6][CH2:7][C@H:8]([OH:27])/[CH:9]=[CH:10]/[C@H:11]1[C@H:15]([OH:16])[CH2:14][C@H:13]([OH:17])[C@@H:12]1[CH2:18]/[CH:19]=[CH:20]\[CH2:21][CH2:22][CH2:23][C:24]([O:26][CH2:34][CH2:35][O:36][C:37]1[CH:38]=[C:39]([CH:40]=[O:41])[CH:42]=[CH:43][C:44]=1[CH3:45])=[O:25], predict the reactants needed to synthesize it. The reactants are: [F:1][C:2]([F:32])([F:31])[C:3]1[CH:4]=[C:5]([CH:28]=[CH:29][CH:30]=1)[O:6][CH2:7][C@H:8]([OH:27])/[CH:9]=[CH:10]/[C@H:11]1[C@H:15]([OH:16])[CH2:14][C@H:13]([OH:17])[C@@H:12]1[CH2:18]/[CH:19]=[CH:20]\[CH2:21][CH2:22][CH2:23][C:24]([OH:26])=[O:25].I[CH2:34][CH2:35][O:36][C:37]1[CH:38]=[C:39]([CH:42]=[CH:43][C:44]=1[CH3:45])[CH:40]=[O:41].C1CCN2C(=NCCC2)CC1. (7) Given the product [C:3]12[CH:2]=[C:22]3[N:23]=[C:19]([CH:20]=[CH:21]3)[CH:18]=[C:17]3[NH:33][C:14]([CH:15]=[CH:16]3)=[CH:13][C:12]3=[N:35][C:9]([CH:10]=[CH:11]3)=[CH:8][C:6]([NH:7]1)=[CH:5][CH:4]=2, predict the reactants needed to synthesize it. The reactants are: Br[C:2]1[C:3]2[NH:7][C:6]([C:8](C3C(C)=CC(C)=CC=3C)=[C:9]3[N:35]=[C:12]([C:13](Br)=[C:14]4[NH:33][C:17](=[C:18](C5C(C)=CC(C)=CC=5C)[C:19]5[CH:20]=[CH:21][C:22]=1[N:23]=5)[CH:16]=[CH:15]4)[CH:11]=[CH:10]3)=[CH:5][CH:4]=2.C1C=CC(P(C2C(OC3C(P(C4C=CC=CC=4)C4C=CC=CC=4)=CC=CC=3)=CC=CC=2)C2C=CC=CC=2)=CC=1.C([O-])([O-])=O.[Cs+].[Cs+].C(OCC)(=O)C. (8) Given the product [C:42]([C:39]1[CH:38]=[C:37]([NH:36][C:35]([NH:1][CH2:2][C:3]2[CH:23]=[C:22]([F:24])[CH:21]=[CH:20][C:4]=2[O:5][C:6]2[CH:7]=[C:8]3[C:12](=[CH:13][CH:14]=2)[N:11]([CH2:15][CH2:16][N:17]([CH3:19])[CH3:18])[N:10]=[CH:9]3)=[O:34])[O:41][N:40]=1)([CH3:45])([CH3:43])[CH3:44], predict the reactants needed to synthesize it. The reactants are: [NH2:1][CH2:2][C:3]1[CH:23]=[C:22]([F:24])[CH:21]=[CH:20][C:4]=1[O:5][C:6]1[CH:7]=[C:8]2[C:12](=[CH:13][CH:14]=1)[N:11]([CH2:15][CH2:16][N:17]([CH3:19])[CH3:18])[N:10]=[CH:9]2.[N+](C1C=CC([O:34][C:35](=O)[NH:36][C:37]2[O:41][N:40]=[C:39]([C:42]([CH3:45])([CH3:44])[CH3:43])[CH:38]=2)=CC=1)([O-])=O.CO.